From a dataset of Retrosynthesis with 50K atom-mapped reactions and 10 reaction types from USPTO. Predict the reactants needed to synthesize the given product. Given the product CC(C)(C)OC(=O)Nc1ccc([N+](=O)[O-])cn1, predict the reactants needed to synthesize it. The reactants are: CC(C)(C)OC(=O)OC(=O)OC(C)(C)C.Nc1ccc([N+](=O)[O-])cn1.